This data is from Catalyst prediction with 721,799 reactions and 888 catalyst types from USPTO. The task is: Predict which catalyst facilitates the given reaction. The catalyst class is: 5. Product: [Cl:3][C:4]1[CH:5]=[CH:6][C:7]2[N:13]([CH2:14][C:15]([CH3:18])([CH3:19])[CH2:16][OH:17])[C:12](=[O:20])[C@@H:11]([CH2:21][C:22]([NH:24][CH2:25][CH2:26][C:27]3[O:28][CH:29]=[CH:30][C:31]=3[C:32]([OH:34])=[O:33])=[O:23])[O:10][C@H:9]([C:36]3[CH:41]=[CH:40][CH:39]=[C:38]([O:42][CH3:43])[C:37]=3[O:44][CH3:45])[C:8]=2[CH:46]=1. Reactant: [OH-].[Na+].[Cl:3][C:4]1[CH:5]=[CH:6][C:7]2[N:13]([CH2:14][C:15]([CH3:19])([CH3:18])[CH2:16][OH:17])[C:12](=[O:20])[C@@H:11]([CH2:21][C:22]([NH:24][CH2:25][CH2:26][C:27]3[O:28][CH:29]=[CH:30][C:31]=3[C:32]([O:34]C)=[O:33])=[O:23])[O:10][C@H:9]([C:36]3[CH:41]=[CH:40][CH:39]=[C:38]([O:42][CH3:43])[C:37]=3[O:44][CH3:45])[C:8]=2[CH:46]=1.